Dataset: Forward reaction prediction with 1.9M reactions from USPTO patents (1976-2016). Task: Predict the product of the given reaction. (1) Given the reactants [Br:1][C:2]1[CH:10]=[CH:9][C:5]([C:6]([OH:8])=O)=[C:4]([CH3:11])[CH:3]=1.[CH2:12]([NH:14][CH2:15][CH3:16])[CH3:13].O, predict the reaction product. The product is: [Br:1][C:2]1[CH:10]=[CH:9][C:5]([C:6]([N:14]([CH2:15][CH3:16])[CH2:12][CH3:13])=[O:8])=[C:4]([CH3:11])[CH:3]=1. (2) Given the reactants [Br:1][C:2]1[N:3]=[C:4]([C@:7]23[CH2:15][O:14][C@@H:13]([CH3:16])[CH2:12][C@H:11]2[CH2:10][O:9][NH:8]3)[S:5][CH:6]=1.[BH4-].[Na+], predict the reaction product. The product is: [NH2:8][C@@:7]1([C:4]2[S:5][CH:6]=[C:2]([Br:1])[N:3]=2)[CH2:15][O:14][C@@H:13]([CH3:16])[CH2:12][C@H:11]1[CH2:10][OH:9]. (3) Given the reactants [CH2:1]([O:8][C:9](=[O:26])[NH:10][C:11]1[CH:16]=[CH:15][C:14]([O:17][C:18]2[C:23]([NH2:24])=[CH:22][N:21]=[C:20](Cl)[N:19]=2)=[CH:13][CH:12]=1)[C:2]1[CH:7]=[CH:6][CH:5]=[CH:4][CH:3]=1.[N:27]1[CH:32]=[CH:31][CH:30]=[C:29](B(O)O)[CH:28]=1.C([O-])([O-])=O.[Cs+].[Cs+].O, predict the reaction product. The product is: [CH2:1]([O:8][C:9](=[O:26])[NH:10][C:11]1[CH:16]=[CH:15][C:14]([O:17][C:18]2[C:23]([NH2:24])=[CH:22][N:21]=[C:20]([C:29]3[CH:28]=[N:27][CH:32]=[CH:31][CH:30]=3)[N:19]=2)=[CH:13][CH:12]=1)[C:2]1[CH:7]=[CH:6][CH:5]=[CH:4][CH:3]=1. (4) Given the reactants [H-].[Na+].[NH2:3][C:4]1[CH:9]=[CH:8][C:7]([OH:10])=[C:6]([F:11])[CH:5]=1.Cl[C:13]1[CH:18]=[CH:17][N:16]=[C:15]2[CH:19]=[CH:20][S:21][C:14]=12.O, predict the reaction product. The product is: [F:11][C:6]1[CH:5]=[C:4]([CH:9]=[CH:8][C:7]=1[O:10][C:13]1[CH:18]=[CH:17][N:16]=[C:15]2[CH:19]=[CH:20][S:21][C:14]=12)[NH2:3]. (5) Given the reactants [Br:1][C:2]1[C:3]([C:7]2[C:8]([F:32])=[C:9]([N:14]([CH2:26][O:27][CH2:28][CH2:29][O:30][CH3:31])[S:15]([C:18]3[CH:23]=[C:22]([F:24])[CH:21]=[CH:20][C:19]=3[F:25])(=[O:17])=[O:16])[CH:10]=[CH:11][C:12]=2[F:13])=[N:4][NH:5][CH:6]=1.[OH-].[Na+].[CH2:35](I)[CH3:36], predict the reaction product. The product is: [Br:1][C:2]1[C:3]([C:7]2[C:8]([F:32])=[C:9]([N:14]([CH2:26][O:27][CH2:28][CH2:29][O:30][CH3:31])[S:15]([C:18]3[CH:23]=[C:22]([F:24])[CH:21]=[CH:20][C:19]=3[F:25])(=[O:17])=[O:16])[CH:10]=[CH:11][C:12]=2[F:13])=[N:4][N:5]([CH2:35][CH3:36])[CH:6]=1.[Br:1][C:2]1[CH:6]=[N:5][N:4]([CH2:35][CH3:36])[C:3]=1[C:7]1[C:8]([F:32])=[C:9]([N:14]([CH2:26][O:27][CH2:28][CH2:29][O:30][CH3:31])[S:15]([C:18]2[CH:23]=[C:22]([F:24])[CH:21]=[CH:20][C:19]=2[F:25])(=[O:17])=[O:16])[CH:10]=[CH:11][C:12]=1[F:13]. (6) The product is: [ClH:33].[CH3:32][N:2]([CH3:1])[C:3]1([C:26]2[CH:31]=[CH:30][CH:29]=[CH:28][CH:27]=2)[CH2:8][CH2:7][C:6](=[CH:9][C:10]([N:12]2[CH2:16][CH2:15][CH:14]([C:17]3[C:25]4[C:20](=[CH:21][CH:22]=[CH:23][CH:24]=4)[NH:19][CH:18]=3)[CH2:13]2)=[O:11])[CH2:5][CH2:4]1. Given the reactants [CH3:1][N:2]([CH3:32])[C:3]1([C:26]2[CH:31]=[CH:30][CH:29]=[CH:28][CH:27]=2)[CH2:8][CH2:7][C:6](=[CH:9][C:10]([N:12]2[CH2:16][CH2:15][CH:14]([C:17]3[C:25]4[C:20](=[CH:21][CH:22]=[CH:23][CH:24]=4)[NH:19][CH:18]=3)[CH2:13]2)=[O:11])[CH2:5][CH2:4]1.[Cl:33][Si](C)(C)C, predict the reaction product.